Dataset: Full USPTO retrosynthesis dataset with 1.9M reactions from patents (1976-2016). Task: Predict the reactants needed to synthesize the given product. (1) Given the product [CH:1]([NH:4][C:5]1[C:6]2[N:7]([C:22](=[O:25])[NH:23][N:24]=2)[C:8]2[C:13]([N:14]=1)=[CH:12][C:11]([CH2:15][N:16]1[CH2:17][CH2:18][O:19][CH2:20][CH2:21]1)=[CH:10][CH:9]=2)([CH3:3])[CH3:2], predict the reactants needed to synthesize it. The reactants are: [CH:1]([NH:4][C:5]1[C:6]2[N:7]([C:22]([O:25]C)=[N:23][N:24]=2)[C:8]2[C:13]([N:14]=1)=[CH:12][C:11]([CH2:15][N:16]1[CH2:21][CH2:20][O:19][CH2:18][CH2:17]1)=[CH:10][CH:9]=2)([CH3:3])[CH3:2]. (2) Given the product [F:27][C:28]1[C:33]([F:34])=[CH:32][C:31]([C:35]2([CH2:5][OH:16])[C:43]3[C:38](=[CH:39][CH:40]=[CH:41][CH:42]=3)[N:37]([CH2:44][CH2:45][CH2:46][CH2:47][CH3:48])[C:36]2=[O:49])=[C:30]([OH:50])[CH:29]=1, predict the reactants needed to synthesize it. The reactants are: BrC1C=CC=C2C=1C(C1C(O)=CC3OCOC=3C=1)[C:5](=[O:16])N2CCCCC.[F:27][C:28]1[C:33]([F:34])=[CH:32][C:31]([CH:35]2[C:43]3[C:38](=[CH:39][CH:40]=[CH:41][CH:42]=3)[N:37]([CH2:44][CH2:45][CH2:46][CH2:47][CH3:48])[C:36]2=[O:49])=[C:30]([OH:50])[CH:29]=1. (3) Given the product [CH2:25]([O:24][C:11]1[CH:10]=[CH:9][C:8]([C:6](=[O:7])[CH2:5][OH:4])=[CH:23][C:12]=1[C:13]([O:15][CH2:16][C:17]1[CH:22]=[CH:21][CH:20]=[CH:19][CH:18]=1)=[O:14])[C:26]1[CH:27]=[CH:28][CH:29]=[CH:30][CH:31]=1, predict the reactants needed to synthesize it. The reactants are: C([O:4][CH2:5][C:6]([C:8]1[CH:9]=[CH:10][C:11]([O:24][CH2:25][C:26]2[CH:31]=[CH:30][CH:29]=[CH:28][CH:27]=2)=[C:12]([CH:23]=1)[C:13]([O:15][CH2:16][C:17]1[CH:22]=[CH:21][CH:20]=[CH:19][CH:18]=1)=[O:14])=[O:7])(=O)C.Cl. (4) Given the product [CH3:32][N:31]([CH3:33])[C:22]1([C:25]2[S:26][C:27]([CH3:30])=[CH:28][CH:29]=2)[CH2:23][CH2:24][C:18]2([CH2:17][C:16](=[O:34])[NH:15][CH2:19]2)[CH2:20][CH2:21]1, predict the reactants needed to synthesize it. The reactants are: FC(F)(F)C(O)=O.C(OC([N:15]1[CH2:19][C:18]2([CH2:24][CH2:23][C:22]([N:31]([CH3:33])[CH3:32])([C:25]3[S:26][C:27]([CH3:30])=[CH:28][CH:29]=3)[CH2:21][CH2:20]2)[CH2:17][C:16]1=[O:34])=O)(C)(C)C.